From a dataset of CYP2C19 inhibition data for predicting drug metabolism from PubChem BioAssay. Regression/Classification. Given a drug SMILES string, predict its absorption, distribution, metabolism, or excretion properties. Task type varies by dataset: regression for continuous measurements (e.g., permeability, clearance, half-life) or binary classification for categorical outcomes (e.g., BBB penetration, CYP inhibition). Dataset: cyp2c19_veith. (1) The drug is CCSc1nc2sc3c(c2c(=O)[nH]1)CC(C)(CC)OC3. The result is 0 (non-inhibitor). (2) The molecule is O=C(CN1C(=O)c2ccccc2C1=O)NCC(=O)OCC(=O)c1ccc(Br)cc1. The result is 0 (non-inhibitor).